This data is from Peptide-MHC class I binding affinity with 185,985 pairs from IEDB/IMGT. The task is: Regression. Given a peptide amino acid sequence and an MHC pseudo amino acid sequence, predict their binding affinity value. This is MHC class I binding data. (1) The peptide sequence is KTDIVNTTY. The MHC is HLA-B08:02 with pseudo-sequence HLA-B08:02. The binding affinity (normalized) is 0.0847. (2) The binding affinity (normalized) is 0.0847. The peptide sequence is KCRVKMEKL. The MHC is HLA-A29:02 with pseudo-sequence HLA-A29:02. (3) The peptide sequence is VPKIFIDNIY. The MHC is HLA-B51:01 with pseudo-sequence HLA-B51:01. The binding affinity (normalized) is 0. (4) The peptide sequence is PYIACRTSI. The MHC is HLA-A29:02 with pseudo-sequence HLA-A29:02. The binding affinity (normalized) is 0. (5) The peptide sequence is KLLYAAEMV. The MHC is HLA-A68:02 with pseudo-sequence HLA-A68:02. The binding affinity (normalized) is 0.266.